Dataset: TCR-epitope binding with 47,182 pairs between 192 epitopes and 23,139 TCRs. Task: Binary Classification. Given a T-cell receptor sequence (or CDR3 region) and an epitope sequence, predict whether binding occurs between them. (1) The epitope is KPLEFGATSAAL. The TCR CDR3 sequence is CASSLVPGTEAFF. Result: 1 (the TCR binds to the epitope). (2) The epitope is ILHCANFNV. The TCR CDR3 sequence is CASSSGSDTQYF. Result: 0 (the TCR does not bind to the epitope). (3) The epitope is GTITSGWTF. The TCR CDR3 sequence is CASSDRASGGDTQYF. Result: 0 (the TCR does not bind to the epitope). (4) The epitope is ISPRTLNAW. The TCR CDR3 sequence is CASSQERGREEAFF. Result: 0 (the TCR does not bind to the epitope).